This data is from Peptide-MHC class II binding affinity with 134,281 pairs from IEDB. The task is: Regression. Given a peptide amino acid sequence and an MHC pseudo amino acid sequence, predict their binding affinity value. This is MHC class II binding data. (1) The peptide sequence is YRSLQPEEFAVVDLS. The MHC is DRB1_0301 with pseudo-sequence DRB1_0301. The binding affinity (normalized) is 0.0727. (2) The peptide sequence is PTSLLISWGHYPLHL. The MHC is DRB1_1101 with pseudo-sequence DRB1_1101. The binding affinity (normalized) is 0.412. (3) The peptide sequence is EAQLNINQEWNKALGLPKYT. The binding affinity (normalized) is 0.652. The MHC is DRB1_0401 with pseudo-sequence DRB1_0401. (4) The peptide sequence is DVSGVQAPVGAITTI. The MHC is HLA-DPA10201-DPB10101 with pseudo-sequence HLA-DPA10201-DPB10101. The binding affinity (normalized) is 0. (5) The MHC is DRB1_1001 with pseudo-sequence DRB1_1001. The peptide sequence is DKELYPLASLRSLFG. The binding affinity (normalized) is 0.928. (6) The peptide sequence is PGESRHTSDHMSIYK. The MHC is DRB1_0901 with pseudo-sequence DRB1_0901. The binding affinity (normalized) is 0.